This data is from Full USPTO retrosynthesis dataset with 1.9M reactions from patents (1976-2016). The task is: Predict the reactants needed to synthesize the given product. (1) Given the product [C:1]([O:5][C:6]([N:8]1[CH:13]([CH2:14][C:15]2[CH:16]=[CH:17][NH:43][N:42]=2)[CH2:12][CH:11]([N:19]([CH2:24][C:25]2[CH:30]=[C:29]([C:31]([F:32])([F:33])[F:34])[CH:28]=[C:27]([C:35]([F:37])([F:38])[F:36])[CH:26]=2)[C:20]([O:22][CH3:23])=[O:21])[CH2:10][CH:9]1[CH2:39][CH3:40])=[O:7])([CH3:3])([CH3:4])[CH3:2], predict the reactants needed to synthesize it. The reactants are: [C:1]([O:5][C:6]([N:8]1[CH:13]([CH2:14][C:15](=O)[C:16]#[CH:17])[CH2:12][CH:11]([N:19]([CH2:24][C:25]2[CH:30]=[C:29]([C:31]([F:34])([F:33])[F:32])[CH:28]=[C:27]([C:35]([F:38])([F:37])[F:36])[CH:26]=2)[C:20]([O:22][CH3:23])=[O:21])[CH2:10][CH:9]1[CH2:39][CH3:40])=[O:7])([CH3:4])([CH3:3])[CH3:2].O.[NH2:42][NH2:43].O. (2) Given the product [F:1][C:2]1[CH:7]=[CH:6][C:5]([B:8]2[O:12][C:11]([CH3:14])([CH3:13])[C:10]([CH3:16])([CH3:15])[O:9]2)=[CH:4][C:3]=1[S:17]([NH2:21])(=[O:19])=[O:18], predict the reactants needed to synthesize it. The reactants are: [F:1][C:2]1[CH:7]=[CH:6][C:5]([B:8]2[O:12][C:11]([CH3:14])([CH3:13])[C:10]([CH3:16])([CH3:15])[O:9]2)=[CH:4][C:3]=1[S:17](Cl)(=[O:19])=[O:18].[NH3:21]. (3) Given the product [CH3:17][O:16][C:13]1[CH:12]=[CH:11][C:10]([C:8]([SiH:3]2[CH2:7][CH2:6][CH2:5][CH2:4]2)=[CH2:9])=[CH:15][CH:14]=1, predict the reactants needed to synthesize it. The reactants are: CO[Si:3]1([C:8]([C:10]2[CH:15]=[CH:14][C:13]([O:16][CH3:17])=[CH:12][CH:11]=2)=[CH2:9])[CH2:7][CH2:6][CH2:5][CH2:4]1.[H-].[Al+3].[Li+].[H-].[H-].[H-]. (4) Given the product [CH2:1]([N:13]1[C:21]2[CH:20]=[CH:19][CH:18]=[CH:17][C:16]=2[C:15]2[N:22]=[C:23]([S:33][CH2:34][C:35]([OH:37])=[O:36])[N:24]([C:27]3[CH:32]=[CH:31][CH:30]=[CH:29][CH:28]=3)[C:25](=[O:26])[C:14]1=2)[CH2:2][CH2:3][CH2:4][CH2:5][CH2:6][CH2:7][CH2:8][CH2:9][CH2:10][CH2:11][CH3:12], predict the reactants needed to synthesize it. The reactants are: [CH2:1]([N:13]1[C:21]2[CH:20]=[CH:19][CH:18]=[CH:17][C:16]=2[C:15]2[N:22]=[C:23]([S:33][CH2:34][C:35]([O:37]C(C)(C)C)=[O:36])[N:24]([C:27]3[CH:32]=[CH:31][CH:30]=[CH:29][CH:28]=3)[C:25](=[O:26])[C:14]1=2)[CH2:2][CH2:3][CH2:4][CH2:5][CH2:6][CH2:7][CH2:8][CH2:9][CH2:10][CH2:11][CH3:12].FC(F)(F)C(O)=O. (5) Given the product [CH:1]1([NH:5][C:6]([NH:8][C:9]2[CH:10]=[CH:11][C:12]([C:15]3[N:16]=[C:17]([N:25]4[CH2:30][CH2:29][O:28][CH2:27][C@@H:26]4[CH3:31])[C:18]4[CH2:24][N:23]([C:41](=[O:42])[C:40]([OH:39])([CH3:45])[CH3:44])[CH2:22][CH2:21][C:19]=4[N:20]=3)=[CH:13][CH:14]=2)=[O:7])[CH2:4][CH2:3][CH2:2]1, predict the reactants needed to synthesize it. The reactants are: [CH:1]1([NH:5][C:6]([NH:8][C:9]2[CH:14]=[CH:13][C:12]([C:15]3[N:16]=[C:17]([N:25]4[CH2:30][CH2:29][O:28][CH2:27][C@@H:26]4[CH3:31])[C:18]4[CH2:24][NH:23][CH2:22][CH2:21][C:19]=4[N:20]=3)=[CH:11][CH:10]=2)=[O:7])[CH2:4][CH2:3][CH2:2]1.C[C@@H]1NCCOC1.[OH:39][C:40]([CH3:45])([CH3:44])[C:41](O)=[O:42].